From a dataset of Forward reaction prediction with 1.9M reactions from USPTO patents (1976-2016). Predict the product of the given reaction. (1) The product is: [C:29]([C:33]1[CH:34]=[C:35]([C:39]2([NH:42][CH2:3][C@@H:2]([OH:1])[C@@H:4]([NH:25][C:26](=[O:28])[CH3:27])[CH2:5][C:6]3[CH:11]=[CH:10][C:9]([NH:12][C:13]4[CH:18]=[C:17]([C:19]5[CH:24]=[CH:23][CH:22]=[CH:21][CH:20]=5)[N:16]=[CH:15][N:14]=4)=[CH:8][CH:7]=3)[CH2:41][CH2:40]2)[CH:36]=[CH:37][CH:38]=1)([CH3:32])([CH3:30])[CH3:31]. Given the reactants [O:1]1[CH2:3][C@@H:2]1[C@@H:4]([NH:25][C:26](=[O:28])[CH3:27])[CH2:5][C:6]1[CH:11]=[CH:10][C:9]([NH:12][C:13]2[CH:18]=[C:17]([C:19]3[CH:24]=[CH:23][CH:22]=[CH:21][CH:20]=3)[N:16]=[CH:15][N:14]=2)=[CH:8][CH:7]=1.[C:29]([C:33]1[CH:34]=[C:35]([C:39]2([NH2:42])[CH2:41][CH2:40]2)[CH:36]=[CH:37][CH:38]=1)([CH3:32])([CH3:31])[CH3:30], predict the reaction product. (2) Given the reactants C([O:8][C:9]([C@H:11]1[CH2:15][CH2:14][CH2:13][N:12]1[C:16](=[O:38])[CH2:17][CH2:18][CH2:19][CH2:20][C:21]([N:23]1[CH2:27][CH2:26][CH2:25][C@@H:24]1[C:28]([O:30]CC1C=CC=CC=1)=[O:29])=[O:22])=[O:10])C1C=CC=CC=1, predict the reaction product. The product is: [C:28]([C@H:24]1[CH2:25][CH2:26][CH2:27][N:23]1[C:21](=[O:22])[CH2:20][CH2:19][CH2:18][CH2:17][C:16]([N:12]1[CH2:13][CH2:14][CH2:15][C@@H:11]1[C:9]([OH:10])=[O:8])=[O:38])([OH:30])=[O:29].